From a dataset of Peptide-MHC class II binding affinity with 134,281 pairs from IEDB. Regression. Given a peptide amino acid sequence and an MHC pseudo amino acid sequence, predict their binding affinity value. This is MHC class II binding data. The peptide sequence is KDKTDIHRLEPVKCD. The MHC is HLA-DQA10601-DQB10402 with pseudo-sequence HLA-DQA10601-DQB10402. The binding affinity (normalized) is 0.